The task is: Predict which catalyst facilitates the given reaction.. This data is from Catalyst prediction with 721,799 reactions and 888 catalyst types from USPTO. (1) Reactant: Br[C:2]1[CH:7]=[CH:6][C:5]([N:8]2[C:16]3[C:15](=[O:17])[NH:14][C:13](=[O:18])[NH:12][C:11]=3[CH:10]=[CH:9]2)=[CH:4][CH:3]=1.O.[OH:20][C:21]1[CH:26]=[CH:25][CH:24]=[CH:23][C:22]=1B(O)O.C(=O)([O-])[O-].[Cs+].[Cs+]. Product: [OH:20][C:21]1[CH:26]=[CH:25][CH:24]=[CH:23][C:22]=1[C:2]1[CH:7]=[CH:6][C:5]([N:8]2[C:16]3[C:15](=[O:17])[NH:14][C:13](=[O:18])[NH:12][C:11]=3[CH:10]=[CH:9]2)=[CH:4][CH:3]=1. The catalyst class is: 77. (2) Reactant: [Br:1][C:2]1[N:6]2[C:7]([CH3:12])=[CH:8][N:9]=[C:10](Cl)[C:5]2=[N:4][CH:3]=1.Cl.[NH2:14][CH2:15][C:16]1[CH:21]=[CH:20][C:19]([S:22]([NH2:25])(=[O:24])=[O:23])=[CH:18][CH:17]=1.CCN(C(C)C)C(C)C. Product: [Br:1][C:2]1[N:6]2[C:7]([CH3:12])=[CH:8][N:9]=[C:10]([NH:14][CH2:15][C:16]3[CH:17]=[CH:18][C:19]([S:22]([NH2:25])(=[O:23])=[O:24])=[CH:20][CH:21]=3)[C:5]2=[N:4][CH:3]=1. The catalyst class is: 619. (3) Reactant: [CH3:1][C@H:2]1[NH:7][C@@H:6]([CH3:8])[CH2:5][N:4]([C:9]2[CH:10]=[CH:11][C:12]([O:16][CH3:17])=[C:13]([CH:15]=2)[NH2:14])[CH2:3]1.[Cl:18][C:19]1[S:23][N:22]=[C:21]([C:24]2[S:28][C:27]([S:29](Cl)(=[O:31])=[O:30])=[CH:26][CH:25]=2)[N:20]=1. Product: [Cl:18][C:19]1[S:23][N:22]=[C:21]([C:24]2[S:28][C:27]([S:29]([NH:14][C:13]3[CH:15]=[C:9]([N:4]4[CH2:3][C@H:2]([CH3:1])[NH:7][C@H:6]([CH3:8])[CH2:5]4)[CH:10]=[CH:11][C:12]=3[O:16][CH3:17])(=[O:31])=[O:30])=[CH:26][CH:25]=2)[N:20]=1. The catalyst class is: 272. (4) Reactant: [N:1]1([C:6]2[CH:12]=[CH:11][C:9]([NH2:10])=[CH:8][CH:7]=2)[CH:5]=[CH:4][N:3]=[CH:2]1.[C:13]1([C:19]2[O:23][N:22]=[CH:21][C:20]=2[CH2:24][CH2:25][CH2:26][C:27](O)=[O:28])[CH:18]=[CH:17][CH:16]=[CH:15][CH:14]=1.O.ON1C2C=CC=CC=2N=N1.Cl.C(N=C=NCCCN(C)C)C. Product: [N:1]1([C:6]2[CH:12]=[CH:11][C:9]([NH:10][C:27](=[O:28])[CH2:26][CH2:25][CH2:24][C:20]3[CH:21]=[N:22][O:23][C:19]=3[C:13]3[CH:14]=[CH:15][CH:16]=[CH:17][CH:18]=3)=[CH:8][CH:7]=2)[CH:5]=[CH:4][N:3]=[CH:2]1. The catalyst class is: 145. (5) Reactant: C[O:2][C:3](=[O:27])[CH2:4][O:5][C:6]1[CH:15]=[CH:14][C:13]([Cl:16])=[C:12]2[C:7]=1[C:8]([CH3:26])=[C:9]([CH2:18][C:19]1[CH:24]=[CH:23][C:22]([Cl:25])=[CH:21][CH:20]=1)[C:10]([CH3:17])=[N:11]2.[OH-].[Li+]. Product: [NH3:11].[Cl:16][C:13]1[CH:14]=[CH:15][C:6]([O:5][CH2:4][C:3]([OH:27])=[O:2])=[C:7]2[C:12]=1[N:11]=[C:10]([CH3:17])[C:9]([CH2:18][C:19]1[CH:24]=[CH:23][C:22]([Cl:25])=[CH:21][CH:20]=1)=[C:8]2[CH3:26]. The catalyst class is: 10. (6) Reactant: [OH:1][S:2]([O-:5])(=O)=O.OS(O[O-])(=O)=O.OS(O[O-])(=O)=O.[O-]S([O-])(=O)=O.[K+].[K+].[K+].[K+].[K+].[CH2:28]([NH:32][C:33](=[O:68])[CH:34]([CH3:67])[CH2:35][C@H:36]([OH:66])[C@@H:37]([NH:58][C:59]([O:61][C:62]([CH3:65])([CH3:64])[CH3:63])=[O:60])[CH2:38][C@@H:39]([CH:55]([CH3:57])[CH3:56])[CH2:40][C:41]1[CH:46]=[CH:45][C:44]([C:47]([CH3:50])([CH3:49])[CH3:48])=[C:43]([O:51][CH2:52]SC)[CH:42]=1)[CH2:29][CH2:30][CH3:31].[CH3:69]O. Product: [CH2:28]([NH:32][C:33](=[O:68])[CH:34]([CH3:67])[CH2:35][C@H:36]([OH:66])[C@@H:37]([NH:58][C:59]([O:61][C:62]([CH3:63])([CH3:64])[CH3:65])=[O:60])[CH2:38][C@@H:39]([CH:55]([CH3:56])[CH3:57])[CH2:40][C:41]1[CH:46]=[CH:45][C:44]([C:47]([CH3:49])([CH3:48])[CH3:50])=[C:43]([O:51][CH2:52][S:2]([CH3:69])(=[O:5])=[O:1])[CH:42]=1)[CH2:29][CH2:30][CH3:31]. The catalyst class is: 6.